The task is: Regression. Given two drug SMILES strings and cell line genomic features, predict the synergy score measuring deviation from expected non-interaction effect.. This data is from NCI-60 drug combinations with 297,098 pairs across 59 cell lines. (1) Drug 2: C#CCC(CC1=CN=C2C(=N1)C(=NC(=N2)N)N)C3=CC=C(C=C3)C(=O)NC(CCC(=O)O)C(=O)O. Drug 1: C1=CC=C(C(=C1)C(C2=CC=C(C=C2)Cl)C(Cl)Cl)Cl. Synergy scores: CSS=-4.18, Synergy_ZIP=4.96, Synergy_Bliss=5.61, Synergy_Loewe=1.46, Synergy_HSA=-1.75. Cell line: HCT116. (2) Drug 1: CC1OCC2C(O1)C(C(C(O2)OC3C4COC(=O)C4C(C5=CC6=C(C=C35)OCO6)C7=CC(=C(C(=C7)OC)O)OC)O)O. Drug 2: C1=CN(C(=O)N=C1N)C2C(C(C(O2)CO)O)O.Cl. Cell line: NCI-H522. Synergy scores: CSS=43.2, Synergy_ZIP=-9.24, Synergy_Bliss=-5.31, Synergy_Loewe=0.638, Synergy_HSA=2.15. (3) Drug 1: CC12CCC3C(C1CCC2O)C(CC4=C3C=CC(=C4)O)CCCCCCCCCS(=O)CCCC(C(F)(F)F)(F)F. Drug 2: C1C(C(OC1N2C=NC3=C2NC=NCC3O)CO)O. Cell line: NCIH23. Synergy scores: CSS=9.32, Synergy_ZIP=-4.82, Synergy_Bliss=-2.60, Synergy_Loewe=-3.27, Synergy_HSA=-2.87. (4) Drug 1: CCC1=CC2CC(C3=C(CN(C2)C1)C4=CC=CC=C4N3)(C5=C(C=C6C(=C5)C78CCN9C7C(C=CC9)(C(C(C8N6C)(C(=O)OC)O)OC(=O)C)CC)OC)C(=O)OC.C(C(C(=O)O)O)(C(=O)O)O. Drug 2: CC1=C(C(=CC=C1)Cl)NC(=O)C2=CN=C(S2)NC3=CC(=NC(=N3)C)N4CCN(CC4)CCO. Cell line: OVCAR-8. Synergy scores: CSS=13.5, Synergy_ZIP=-1.16, Synergy_Bliss=0.727, Synergy_Loewe=-4.99, Synergy_HSA=1.71. (5) Drug 1: CC(C1=C(C=CC(=C1Cl)F)Cl)OC2=C(N=CC(=C2)C3=CN(N=C3)C4CCNCC4)N. Drug 2: CC1C(C(CC(O1)OC2CC(CC3=C2C(=C4C(=C3O)C(=O)C5=CC=CC=C5C4=O)O)(C(=O)C)O)N)O. Cell line: HCC-2998. Synergy scores: CSS=60.1, Synergy_ZIP=-1.34, Synergy_Bliss=-0.706, Synergy_Loewe=-11.8, Synergy_HSA=-0.733. (6) Drug 1: CCC(=C(C1=CC=CC=C1)C2=CC=C(C=C2)OCCN(C)C)C3=CC=CC=C3.C(C(=O)O)C(CC(=O)O)(C(=O)O)O. Drug 2: C1=CN(C=N1)CC(O)(P(=O)(O)O)P(=O)(O)O. Cell line: SK-MEL-28. Synergy scores: CSS=2.20, Synergy_ZIP=2.26, Synergy_Bliss=3.96, Synergy_Loewe=0.969, Synergy_HSA=1.21. (7) Drug 1: CC1C(C(=O)NC(C(=O)N2CCCC2C(=O)N(CC(=O)N(C(C(=O)O1)C(C)C)C)C)C(C)C)NC(=O)C3=C4C(=C(C=C3)C)OC5=C(C(=O)C(=C(C5=N4)C(=O)NC6C(OC(=O)C(N(C(=O)CN(C(=O)C7CCCN7C(=O)C(NC6=O)C(C)C)C)C)C(C)C)C)N)C. Synergy scores: CSS=10.7, Synergy_ZIP=-5.29, Synergy_Bliss=-0.978, Synergy_Loewe=-6.21, Synergy_HSA=0.806. Cell line: SF-268. Drug 2: C(CCl)NC(=O)N(CCCl)N=O. (8) Drug 1: CN(C)C1=NC(=NC(=N1)N(C)C)N(C)C. Drug 2: CN1C2=C(C=C(C=C2)N(CCCl)CCCl)N=C1CCCC(=O)O.Cl. Cell line: MALME-3M. Synergy scores: CSS=-6.18, Synergy_ZIP=0.991, Synergy_Bliss=-2.20, Synergy_Loewe=-10.3, Synergy_HSA=-7.91.